Dataset: NCI-60 drug combinations with 297,098 pairs across 59 cell lines. Task: Regression. Given two drug SMILES strings and cell line genomic features, predict the synergy score measuring deviation from expected non-interaction effect. Drug 1: C(CC(=O)O)C(=O)CN.Cl. Drug 2: C1CC(=O)NC(=O)C1N2C(=O)C3=CC=CC=C3C2=O. Cell line: SW-620. Synergy scores: CSS=1.73, Synergy_ZIP=-1.03, Synergy_Bliss=-0.526, Synergy_Loewe=-1.51, Synergy_HSA=-1.53.